Binary Classification. Given a miRNA mature sequence and a target amino acid sequence, predict their likelihood of interaction. From a dataset of Experimentally validated miRNA-target interactions with 360,000+ pairs, plus equal number of negative samples. (1) The miRNA is hsa-miR-26b-5p with sequence UUCAAGUAAUUCAGGAUAGGU. The protein sequence of the target gene is MAAAAVSSAKRSLRGELKQRLRAMSAEERLRQSRVLSQKVIAHSEYQKSKRISIFLSMQDEIETEEIIKDIFQRGKICFIPRYRFQSNHMDMVRIESPEEISLLPKTSWNIPQPGEGDVREEALSTGGLDLIFMPGLGFDKHGNRLGRGKGYYDAYLKRCLQHQEVKPYTLALAFKEQICLQVPVNENDMKVDEVLYEDSSTA. Result: 1 (interaction). (2) The miRNA is mmu-miR-203-3p with sequence GUGAAAUGUUUAGGACCACUAG. The protein sequence of the target gene is MSAGDPRVGSGSLDSFMFSIPLVALNVGVRRRLSLFLNPRTPVAADWTLLAEEMGFEYLEIRELETRPDPTRSLLDAWQGRSGASVGRLLELLALLDREDILKELKSRIEEDCQKYLGKQQNQESEKPLQVARVESSVPQTKELGGITTLDDPLGQTPELFDAFICYCPNDIEFVQEMIRQLEQTDYRLKLCVSDRDVLPGTCVWSIASELIEKRCRRMVVVVSDDYLQSKECDFQTKFALSLSPGVQQKRLIPIKYKAMKKDFPSILRFITICDYTNPCTKSWFWTRLAKALSLP. Result: 1 (interaction). (3) The miRNA is hsa-miR-6817-5p with sequence UCUGCCAUAGGAAGCUUGGAGUGG. The protein sequence of the target gene is MKLKEIDRTAMQAWSPAQNHPIYLATGTSAQQLDATFSTNASLEIFELDLSDPSLDMKSCATFSSSHRYHKLIWGPHKMDSKGDVSGVLIAGGENGNIILYDPSKIIAGDKEVVIAQKDKHTGPVRALDVNIFQTNLVASGANESEIYIWDLNNFATPMTPGAKTQPPEDISCIAWNRQVQHILASASPSGRATVWDLRKNEPIIKVSDHSNRMHCSGLAWHPDVATQMVLASEDDRLPVIQMWDLRFASSPLRVLENHARGILAVAWSMADPELLLSCGKDAKILCSNPNTGEVLYELP.... Result: 0 (no interaction). (4) The miRNA is hsa-miR-5089-5p with sequence GUGGGAUUUCUGAGUAGCAUC. The protein sequence of the target gene is MDGSFVQHSVRVLQELNKQREKGQYCDATLDVGGLVFKAHWSVLACCSHFFQSLYGDGSGGSVVLPAGFAEIFGLLLDFFYTGHLALTSGNRDQVLLAARELRVPEAVELCQSFKPKTSVGQAAGGQSGLGPPASQNVNSHVKEPAGLEEEEVSRTLGLVPRDQEPRGSHSPQRPQLHSPAQSEGPSSLCGKLKQALKPCPLEDKKPEDCKVPPRPLEAEGAQLQGGSNEWEVVVQVEDDGDGDYMSEPEAVLTRRKSNVIRKPCAAEPALSAGSLAAEPAENRKGTAVPVECPTCHKKF.... Result: 0 (no interaction). (5) The miRNA is mmu-miR-362-5p with sequence AAUCCUUGGAACCUAGGUGUGAAU. The protein sequence of the target gene is MSVNVSTAGKGVDPNTVDTYDSGDDWEIGVGNLIIDLDADLEKDRQKFEMNNSTNTTTNTTKDCGGPASNGTCSTSALADGLKFASVQPSAPQGNSHKETSKSKVKRAKTSKDANKSLPSAALYGIPEISSTGKRQEVQGRPGEATGMNSALGQSVSGGGSSNPNSNGTSTGTSAATAGAGSCGKSKEEKPGKSHSSRGAKRDKDAARSRKEKHDLLQGHQNGGGGQAPSGGHLYGFGTKSNGSGASPFHCGGAGSGSVGAAGEVSKTAPDSTLMGNSMLVKKEEEEEESHRRIKKLKTE.... Result: 1 (interaction).